This data is from Reaction yield outcomes from USPTO patents with 853,638 reactions. The task is: Predict the reaction yield, written as a fraction of the theoretical maximum amount of product (1.0 means a 100% yield; for example, 0.34 means a 34% yield). (1) The reactants are [Cl:1][C:2]1[CH:3]=[CH:4][C:5]([OH:11])=[C:6]([C:8](=O)[CH3:9])[CH:7]=1.[CH3:12][S:13]([C:16]1[CH:17]=[C:18]([CH:23]=[CH:24][CH:25]=1)[C:19]([NH:21][NH2:22])=[O:20])(=[O:15])=[O:14]. The catalyst is CO.C(O)(=O)C. The product is [Cl:1][C:2]1[CH:3]=[CH:4][C:5]([OH:11])=[C:6](/[C:8](=[N:22]/[NH:21][C:19](=[O:20])[C:18]2[CH:23]=[CH:24][CH:25]=[C:16]([S:13]([CH3:12])(=[O:14])=[O:15])[CH:17]=2)/[CH3:9])[CH:7]=1. The yield is 0.634. (2) The yield is 0.660. The reactants are C([Li])CCC.Br[C:7]1[CH:12]=[CH:11][C:10]([F:13])=[CH:9][C:8]=1[CH3:14].[C:15](OCC)(=[O:21])[C:16]([O:18][CH2:19][CH3:20])=[O:17]. The product is [F:13][C:10]1[CH:11]=[CH:12][C:7]([C:15](=[O:21])[C:16]([O:18][CH2:19][CH3:20])=[O:17])=[C:8]([CH3:14])[CH:9]=1. The catalyst is C1COCC1. (3) The reactants are [CH2:1]1[O:11][C:4]2([CH2:9][CH2:8][C:7](=O)[CH2:6][CH2:5]2)[O:3][CH2:2]1.[NH:12]1[CH2:17][CH2:16][O:15][CH2:14][CH2:13]1.N1C=[CH:21]N=N1.C[Mg]Cl.C1COCC1.[NH4+].[Cl-]. The catalyst is C1(C)C=CC=CC=1.CCOCC. The product is [CH3:21][C:7]1([N:12]2[CH2:17][CH2:16][O:15][CH2:14][CH2:13]2)[CH2:8][CH2:9][C:4]2([O:11][CH2:1][CH2:2][O:3]2)[CH2:5][CH2:6]1. The yield is 0.910. (4) The reactants are [C:1]1([C:7]([C:20]2[CH:25]=CC=CC=2)=[N:8][NH:9][C:10]2[CH:11]=[C:12]3[C:17](=[CH:18][CH:19]=2)[N:16]=[CH:15][CH:14]=[CH:13]3)[CH:6]=CC=C[CH:2]=1.CC(C)C(=O)CC#[N:31]. No catalyst specified. The product is [CH:1]([C:7]1[CH:20]=[C:25]([NH2:31])[N:9]([C:10]2[CH:11]=[C:12]3[C:17](=[CH:18][CH:19]=2)[N:16]=[CH:15][CH:14]=[CH:13]3)[N:8]=1)([CH3:2])[CH3:6]. The yield is 0.355. (5) The reactants are C([NH:5][S:6]([C:9]1[S:10][C:11]([C:14]2[N:19]=[C:18]([NH:20][C:21]3[CH:25]=[C:24]([CH:26]4[CH2:28][CH2:27]4)[NH:23][N:22]=3)[C:17]([CH2:29][OH:30])=[CH:16][N:15]=2)=[CH:12][CH:13]=1)(=[O:8])=[O:7])(C)(C)C.B(Cl)(Cl)Cl.O.CCOC(C)=O. The catalyst is C(Cl)Cl. The product is [CH:26]1([C:24]2[NH:23][N:22]=[C:21]([NH:20][C:18]3[C:17]([CH2:29][OH:30])=[CH:16][N:15]=[C:14]([C:11]4[S:10][C:9]([S:6]([NH2:5])(=[O:8])=[O:7])=[CH:13][CH:12]=4)[N:19]=3)[CH:25]=2)[CH2:27][CH2:28]1. The yield is 0.748.